This data is from Reaction yield outcomes from USPTO patents with 853,638 reactions. The task is: Predict the reaction yield, written as a fraction of the theoretical maximum amount of product (1.0 means a 100% yield; for example, 0.34 means a 34% yield). The reactants are [Cl:1][C:2]1[CH:3]=[C:4]([N:11]2[C:20]3[C:15](=[CH:16][C:17]([S:21]([NH:24][C:25]4[CH:29]=[CH:28][O:27][N:26]=4)(=[O:23])=[O:22])=[CH:18][CH:19]=3)[CH:14]=[CH:13][C:12]2=[O:30])[C:5]([O:9][CH3:10])=[N:6][C:7]=1Cl.C(=O)([O-])[O-].[Cs+].[Cs+].[OH:37][CH2:38][CH:39]1[CH2:41][CH2:40]1. The catalyst is CC(O)C.CS(C)=O. The product is [Cl:1][C:2]1[CH:3]=[C:4]([N:11]2[C:20]3[C:15](=[CH:16][C:17]([S:21]([NH:24][C:25]4[CH:29]=[CH:28][O:27][N:26]=4)(=[O:22])=[O:23])=[CH:18][CH:19]=3)[CH:14]=[CH:13][C:12]2=[O:30])[C:5]([O:9][CH3:10])=[N:6][C:7]=1[O:37][CH2:38][CH:39]1[CH2:41][CH2:40]1. The yield is 0.557.